This data is from Reaction yield outcomes from USPTO patents with 853,638 reactions. The task is: Predict the reaction yield, written as a fraction of the theoretical maximum amount of product (1.0 means a 100% yield; for example, 0.34 means a 34% yield). The reactants are [CH:1]1([C:8]2[CH:17]=[CH:16][C:11]3[NH:12][C:13](=[O:15])[O:14][C:10]=3[CH:9]=2)[CH2:6][CH2:5][C:4](=O)[CH2:3][CH2:2]1.[F:18][C:19]1[CH:24]=[CH:23][C:22]([CH2:25][CH2:26][CH2:27][NH2:28])=[C:21]([CH3:29])[CH:20]=1.Cl. No catalyst specified. The product is [F:18][C:19]1[CH:24]=[CH:23][C:22]([CH2:25][CH2:26][CH2:27][NH:28][C@H:4]2[CH2:5][CH2:6][C@H:1]([C:8]3[CH:17]=[CH:16][C:11]4[NH:12][C:13](=[O:15])[O:14][C:10]=4[CH:9]=3)[CH2:2][CH2:3]2)=[C:21]([CH3:29])[CH:20]=1. The yield is 0.560.